This data is from Reaction yield outcomes from USPTO patents with 853,638 reactions. The task is: Predict the reaction yield, written as a fraction of the theoretical maximum amount of product (1.0 means a 100% yield; for example, 0.34 means a 34% yield). (1) The reactants are [CH2:1]([O:3][C:4]([C@H:6]1[C@@H:11]([NH2:12])[C@H:10]2[CH2:13][C@@H:7]1[CH2:8][CH2:9]2)=[O:5])[CH3:2].[CH:14](=O)[CH2:15][CH:16]([CH3:18])[CH3:17].C([BH3-])#N.[Na+].C(=O)(O)[O-].[Na+]. The catalyst is CO.C(O)(=O)C. The product is [CH2:1]([O:3][C:4]([C@H:6]1[C@@H:11]([NH:12][CH2:14][CH2:15][CH:16]([CH3:18])[CH3:17])[C@H:10]2[CH2:13][C@@H:7]1[CH2:8][CH2:9]2)=[O:5])[CH3:2]. The yield is 0.630. (2) The reactants are Cl[C:2]1[CH:7]=[CH:6][C:5]([CH3:8])=[CH:4][C:3]=1[CH3:9].[CH2:10]([NH2:14])[CH:11]([CH3:13])[CH3:12].O1CCCC1. No catalyst specified. The product is [CH3:9][C:3]1[CH:4]=[C:5]([CH3:8])[CH:6]=[CH:7][C:2]=1[NH:14][CH2:10][CH:11]([CH3:13])[CH3:12]. The yield is 0.960. (3) The reactants are [CH2:1]([O:8][C:9]([NH:11][C@@H:12]1[CH2:16][CH2:15][N:14](O)[CH2:13]1)=[O:10])[C:2]1[CH:7]=[CH:6][CH:5]=[CH:4][CH:3]=1. The catalyst is C(O)C.[Ni]. The product is [CH2:1]([O:8][C:9]([NH:11][C@@H:12]1[CH2:16][CH2:15][NH:14][CH2:13]1)=[O:10])[C:2]1[CH:3]=[CH:4][CH:5]=[CH:6][CH:7]=1. The yield is 0.810. (4) The reactants are [I:1][C:2]1[CH:9]=[CH:8][C:5]([CH:6]=O)=[C:4]([O:10][CH2:11][CH2:12][CH3:13])[CH:3]=1.[C:14]([OH:17])(=O)[CH3:15].[C:18]([BH3-])#[N:19].[Na+].O.CN(C)[CH:25]=[O:26]. No catalyst specified. The product is [CH2:14]([O:17][C:25](=[O:26])[CH2:6][C:5]1[CH:8]=[CH:9][C:18]([NH:19][CH2:6][C:5]2[CH:8]=[CH:9][C:2]([I:1])=[CH:3][C:4]=2[O:10][CH2:11][CH2:12][CH3:13])=[CH:3][CH:4]=1)[CH3:15]. The yield is 0.850. (5) The reactants are [OH-].[Li+].C[O:4][C:5](=[O:20])[C@H:6]([CH3:19])[NH:7][C:8](=[O:18])[CH2:9][C:10]1[CH:15]=[C:14]([F:16])[CH:13]=[C:12]([F:17])[CH:11]=1. The catalyst is O.O1CCOCC1. The product is [F:16][C:14]1[CH:15]=[C:10]([CH2:9][C:8]([NH:7][C@H:6]([C:5]([OH:20])=[O:4])[CH3:19])=[O:18])[CH:11]=[C:12]([F:17])[CH:13]=1. The yield is 0.970.